This data is from Full USPTO retrosynthesis dataset with 1.9M reactions from patents (1976-2016). The task is: Predict the reactants needed to synthesize the given product. (1) Given the product [N:2]1[N:3]2[CH:14]=[CH:13][C:12]([OH:15])=[N:7][C:4]2=[CH:5][CH:6]=1, predict the reactants needed to synthesize it. The reactants are: [Na].[NH:2]1[CH:6]=[CH:5][C:4]([NH2:7])=[N:3]1.CN1[CH:14]=[CH:13][C:12](=[O:15])N(C)C1=O. (2) Given the product [Br:1][C:2]1[C:3]([NH:45][C:46]2[CH:51]=[CH:50][CH:49]=[CH:48][C:47]=2[OH:52])=[N:4][C:5](=[O:24])[N:6]([CH:23]=1)[C@@H:7]1[O:19][C@H:13]([CH:14]([C:16](=[O:18])[CH3:17])[OH:15])[C@@:11]([C:20](=[O:22])[CH3:21])([OH:12])[C@H:8]1[O:9][CH3:10], predict the reactants needed to synthesize it. The reactants are: [Br:1][C:2]1[C:3](=O)[NH:4][C:5](=[O:24])[N:6]([CH:23]=1)[C@@H:7]1[O:19][C@H:13]([CH:14]([C:16](=[O:18])[CH3:17])[OH:15])[C@@:11]([C:20](=[O:22])[CH3:21])([OH:12])[C@H:8]1[O:9][CH3:10].C1(P(C2C=CC=CC=2)C2C=CC=CC=2)C=CC=CC=1.[NH2:45][C:46]1[CH:51]=[CH:50][CH:49]=[CH:48][C:47]=1[OH:52].C1CCN2C(=NCCC2)CC1. (3) Given the product [NH:1]1[C:5]2[CH:6]=[CH:7][CH:8]=[CH:9][C:4]=2[NH:3][C:2]1=[C:10]([C:11]([C:13]1[CH:18]=[CH:17][CH:16]=[C:15]([CH:19]2[CH2:20][O:21][C:32]([O:34][CH3:35])([CH3:33])[O:22]2)[CH:14]=1)=[O:12])[C:23]([C:25]1[CH:30]=[CH:29][CH:28]=[C:27]([F:31])[CH:26]=1)=[O:24], predict the reactants needed to synthesize it. The reactants are: [NH:1]1[C:5]2[CH:6]=[CH:7][CH:8]=[CH:9][C:4]=2[NH:3][C:2]1=[C:10]([C:23]([C:25]1[CH:30]=[CH:29][CH:28]=[C:27]([F:31])[CH:26]=1)=[O:24])[C:11]([C:13]1[CH:18]=[CH:17][CH:16]=[C:15]([CH:19]([OH:22])[CH2:20][OH:21])[CH:14]=1)=[O:12].[C:32]([O-])([O-])([O:34][CH3:35])[CH3:33].C1(C)C=CC(S([O-])(=O)=O)=CC=1.[NH+]1C=CC=CC=1.